Dataset: Catalyst prediction with 721,799 reactions and 888 catalyst types from USPTO. Task: Predict which catalyst facilitates the given reaction. (1) Reactant: [O:1]1[CH2:6][CH:5]=[C:4]([C:7]2[N:12]=[C:11]([C:13]([OH:15])=[O:14])[CH:10]=[CH:9][CH:8]=2)[CH2:3][CH2:2]1. Product: [O:1]1[CH2:2][CH2:3][CH:4]([C:7]2[N:12]=[C:11]([C:13]([OH:15])=[O:14])[CH:10]=[CH:9][CH:8]=2)[CH2:5][CH2:6]1. The catalyst class is: 45. (2) Reactant: [NH2:1][C:2]1[CH:7]=[C:6]([Cl:8])[CH:5]=[CH:4][C:3]=1[CH2:9][OH:10].[CH:11](OCC#N)=[O:12]. Product: [Cl:8][C:6]1[CH:5]=[CH:4][C:3]([CH2:9][OH:10])=[C:2]([NH:1][CH:11]=[O:12])[CH:7]=1. The catalyst class is: 7. (3) Reactant: Cl.Cl.[Cl:3][C:4]1[CH:9]=[C:8]([N:10]2[CH2:15][CH2:14][CH:13]([NH2:16])[CH2:12][CH2:11]2)[CH:7]=[CH:6][N:5]=1.Br[C:18]1[N:34]=[C:21]2[C:22]([C:26]3[CH:31]=[CH:30][C:29]([F:32])=[C:28]([F:33])[CH:27]=3)=[CH:23][CH:24]=[CH:25][N:20]2[N:19]=1.C1(P(C2C=CC=CC=2)C2C3OC4C(=CC=CC=4P(C4C=CC=CC=4)C4C=CC=CC=4)C(C)(C)C=3C=CC=2)C=CC=CC=1.[O-]C1C=CC=CC=1.[Na+]. Product: [Cl:3][C:4]1[CH:9]=[C:8]([N:10]2[CH2:15][CH2:14][CH:13]([NH:16][C:18]3[N:34]=[C:21]4[C:22]([C:26]5[CH:31]=[CH:30][C:29]([F:32])=[C:28]([F:33])[CH:27]=5)=[CH:23][CH:24]=[CH:25][N:20]4[N:19]=3)[CH2:12][CH2:11]2)[CH:7]=[CH:6][N:5]=1. The catalyst class is: 4. (4) Reactant: [CH:1]1([NH:4][C:5](=O)[C:6]2[CH:11]=[CH:10][C:9]([CH3:12])=[C:8]([C:13]3[CH:14]=[C:15]4[C:20](=[CH:21][CH:22]=3)[C:19]([N:23]3[CH2:28][CH2:27][O:26][CH2:25][CH2:24]3)=[N:18][N:17]=[CH:16]4)[CH:7]=2)[CH2:3][CH2:2]1.COC1C=CC(P2(SP(C3C=CC(OC)=CC=3)(=S)S2)=[S:39])=CC=1. Product: [CH:1]1([NH:4][C:5](=[S:39])[C:6]2[CH:11]=[CH:10][C:9]([CH3:12])=[C:8]([C:13]3[CH:14]=[C:15]4[C:20](=[CH:21][CH:22]=3)[C:19]([N:23]3[CH2:28][CH2:27][O:26][CH2:25][CH2:24]3)=[N:18][N:17]=[CH:16]4)[CH:7]=2)[CH2:3][CH2:2]1. The catalyst class is: 1. (5) Reactant: [Br:1][C:2]1[S:6][C:5]2[CH:7]=[C:8]([O:11]C)[CH:9]=[CH:10][C:4]=2[C:3]=1[O:13][C:14]1[CH:19]=[CH:18][C:17](/[CH:20]=[CH:21]/[C:22]([O:24][CH3:25])=[O:23])=[CH:16][CH:15]=1.B(Br)(Br)Br.C(O)(=O)CC(CC(O)=O)(C(O)=O)O.P([O-])([O-])([O-])=O.[Na+].[Na+].[Na+]. Product: [Br:1][C:2]1[S:6][C:5]2[CH:7]=[C:8]([OH:11])[CH:9]=[CH:10][C:4]=2[C:3]=1[O:13][C:14]1[CH:15]=[CH:16][C:17](/[CH:20]=[CH:21]/[C:22]([O:24][CH3:25])=[O:23])=[CH:18][CH:19]=1.[Br:1][C:2]1[S:6][C:5]2[CH:7]=[C:8]([OH:11])[CH:9]=[CH:10][C:4]=2[C:3]=1[O:13][C:14]1[CH:15]=[CH:16][C:17](/[CH:20]=[CH:21]/[C:22]([OH:24])=[O:23])=[CH:18][CH:19]=1. The catalyst class is: 2. (6) The catalyst class is: 4. Reactant: N1C=CC=CC=1.[O:7]([Si:15]([CH3:18])([CH3:17])[CH3:16])S(C(F)(F)F)(=O)=O.[CH2:19]([C:21]([C:40]1[CH:45]=[CH:44][C:43]([C:46]#[C:47][C:48]2(O)[CH2:53][CH2:52][O:51][CH2:50][CH2:49]2)=[C:42]([CH3:55])[CH:41]=1)([C:24]1[CH:29]=[CH:28][C:27]([B:30]2[O:34][C:33]([CH3:36])([CH3:35])[C:32]([CH3:38])([CH3:37])[O:31]2)=[C:26]([CH3:39])[CH:25]=1)[CH2:22][CH3:23])[CH3:20].C(=O)(O)[O-].[Na+]. Product: [CH2:19]([C:21]([C:40]1[CH:45]=[CH:44][C:43]([C:46]#[C:47][C:48]2([O:7][Si:15]([CH3:18])([CH3:17])[CH3:16])[CH2:53][CH2:52][O:51][CH2:50][CH2:49]2)=[C:42]([CH3:55])[CH:41]=1)([C:24]1[CH:29]=[CH:28][C:27]([B:30]2[O:31][C:32]([CH3:37])([CH3:38])[C:33]([CH3:35])([CH3:36])[O:34]2)=[C:26]([CH3:39])[CH:25]=1)[CH2:22][CH3:23])[CH3:20]. (7) Reactant: [CH3:1][N:2]1[CH2:7][CH2:6][N:5]([C:8]2([C:11]([O:13]CC)=[O:12])[CH2:10][CH2:9]2)[CH2:4][CH2:3]1.Cl.[Cl:17]CCl. Product: [ClH:17].[CH3:1][N:2]1[CH2:3][CH2:4][N:5]([C:8]2([C:11]([OH:13])=[O:12])[CH2:9][CH2:10]2)[CH2:6][CH2:7]1. The catalyst class is: 5.